Task: Predict the reactants needed to synthesize the given product.. Dataset: Retrosynthesis with 50K atom-mapped reactions and 10 reaction types from USPTO (1) Given the product NCc1cc(O)cc(Cl)c1, predict the reactants needed to synthesize it. The reactants are: COc1cc(Cl)cc(CN)c1. (2) Given the product CC(=O)N1C(Cc2ccccc2)C(=O)N(c2ccc(C[C@H](NC(=O)C3(CCCCS(C)(=O)=O)CCCC3)C(=O)O)cc2)C1c1ccccc1, predict the reactants needed to synthesize it. The reactants are: COC(=O)[C@H](Cc1ccc(N2C(=O)C(Cc3ccccc3)N(C(C)=O)C2c2ccccc2)cc1)NC(=O)C1(CCCCS(C)(=O)=O)CCCC1. (3) Given the product CCCCCc1nc(C(F)(F)F)ccc1C=CC(=O)O, predict the reactants needed to synthesize it. The reactants are: CCCCCc1nc(C(F)(F)F)ccc1C=CC(=O)OC. (4) Given the product COC(=O)c1c2c(nn1CCCNC(=O)OC(C)(C)C)-c1cc(-c3cccc([N+](=O)[O-])c3)c(OC)cc1CC2, predict the reactants needed to synthesize it. The reactants are: COC(=O)c1c2c(nn1CCCNC(=O)OC(C)(C)C)-c1cc(Br)c(OC)cc1CC2.O=[N+]([O-])c1cccc(B(O)O)c1. (5) Given the product OCC1CCN(c2cc(Cl)nnc2Cl)CC1, predict the reactants needed to synthesize it. The reactants are: Clc1cc(Cl)c(Cl)nn1.OCC1CCNCC1. (6) Given the product CO[C@H]1[C@H](O)[C@@H](Oc2ccc([N+](=O)[O-])cc2)O[C@@H](C)[C@H]1O, predict the reactants needed to synthesize it. The reactants are: CO.C[C@@H]1O[C@H](Oc2ccc([N+](=O)[O-])cc2)[C@@H](O)[C@H](O)[C@@H]1O. (7) The reactants are: CCOC(=O)CBr.Cc1cc(Br)nc([N+](=O)[O-])c1O. Given the product CCOC(=O)COc1c(C)cc(Br)nc1[N+](=O)[O-], predict the reactants needed to synthesize it. (8) Given the product O=S(=O)(c1ccccc1)n1cc(I)c2c(C3CCCC3)ncnc21, predict the reactants needed to synthesize it. The reactants are: Ic1c[nH]c2ncnc(C3CCCC3)c12.O=S(=O)(Cl)c1ccccc1.